The task is: Predict which catalyst facilitates the given reaction.. This data is from Catalyst prediction with 721,799 reactions and 888 catalyst types from USPTO. (1) Reactant: [C:1]([OH:5])(=O)[CH2:2]O.[Cl:6][C:7]1[CH:8]=[C:9]([NH2:22])[C:10]([NH:13][CH2:14][CH2:15][CH2:16][N:17]2[CH:21]=[CH:20][N:19]=[CH:18]2)=[CH:11][CH:12]=1.C([O-])(O)=O.[Na+].C(Cl)Cl. Product: [Cl:6][C:7]1[CH:12]=[CH:11][C:10]2[N:13]([CH2:14][CH2:15][CH2:16][N:17]3[CH:21]=[CH:20][N:19]=[CH:18]3)[C:2]([CH2:1][OH:5])=[N:22][C:9]=2[CH:8]=1. The catalyst class is: 126. (2) Reactant: C([O-])(O)=O.[Na+].C.[CH3:7][C@@H:8]1[NH:13][CH2:12][C@H:11]([C:14]([O:16][CH3:17])=[O:15])[CH2:10][CH2:9]1. Product: [CH3:7][C@@H:8]1[NH:13][CH2:12][C@H:11]([C:14]([O:16][CH3:17])=[O:15])[CH2:10][CH2:9]1. The catalyst class is: 2.